Task: Regression. Given a peptide amino acid sequence and an MHC pseudo amino acid sequence, predict their binding affinity value. This is MHC class II binding data.. Dataset: Peptide-MHC class II binding affinity with 134,281 pairs from IEDB (1) The peptide sequence is EKKYFAATQFEPLNA. The MHC is DRB1_1602 with pseudo-sequence DRB1_1602. The binding affinity (normalized) is 0.505. (2) The peptide sequence is AEKFKEDVINDFVSS. The MHC is DRB1_1101 with pseudo-sequence DRB1_1101. The binding affinity (normalized) is 0.488. (3) The peptide sequence is YRIAARPGAVTRRAA. The MHC is HLA-DQA10501-DQB10201 with pseudo-sequence HLA-DQA10501-DQB10201. The binding affinity (normalized) is 0.188. (4) The peptide sequence is GGESFGIVVAWKVRL. The MHC is DRB1_1602 with pseudo-sequence DRB1_1602. The binding affinity (normalized) is 0.789. (5) The peptide sequence is GIIQPQQPAQL. The MHC is HLA-DQA10501-DQB10201 with pseudo-sequence HLA-DQA10501-DQB10201. The binding affinity (normalized) is 0.277. (6) The peptide sequence is AFILDGDNLFGKV. The MHC is DRB1_0401 with pseudo-sequence DRB1_0401. The binding affinity (normalized) is 0.889. (7) The peptide sequence is QFKPEEITGIMKDLD. The MHC is HLA-DQA10401-DQB10402 with pseudo-sequence HLA-DQA10401-DQB10402. The binding affinity (normalized) is 0.375.